Dataset: Reaction yield outcomes from USPTO patents with 853,638 reactions. Task: Predict the reaction yield, written as a fraction of the theoretical maximum amount of product (1.0 means a 100% yield; for example, 0.34 means a 34% yield). (1) The reactants are CO[C:3]1[C:4]2[N:5]([CH:14]=[N:15][N:16]=2)[C:6]([C:9]2[S:10][CH:11]=[CH:12][CH:13]=2)=[CH:7][N:8]=1.O=P(Cl)(Cl)[Cl:19]. No catalyst specified. The product is [Cl:19][C:3]1[C:4]2[N:5]([CH:14]=[N:15][N:16]=2)[C:6]([C:9]2[S:10][CH:11]=[CH:12][CH:13]=2)=[CH:7][N:8]=1. The yield is 0.750. (2) The reactants are [Cl:1][C:2]1[CH:14]=[C:13]([Cl:15])[C:12]([S:16][C:17]2[N:21]([CH3:22])[N:20]=[C:19]([CH3:23])[C:18]=2[CH:24]=O)=[CH:11][C:3]=1[O:4][C@H:5]([CH3:10])[C:6]([O:8][CH3:9])=[O:7].Cl.[NH2:27][OH:28].C([O-])(=O)C.[Na+].O. The catalyst is CO. The product is [Cl:1][C:2]1[CH:14]=[C:13]([Cl:15])[C:12]([S:16][C:17]2[N:21]([CH3:22])[N:20]=[C:19]([CH3:23])[C:18]=2/[CH:24]=[N:27]/[OH:28])=[CH:11][C:3]=1[O:4][C@H:5]([CH3:10])[C:6]([O:8][CH3:9])=[O:7]. The yield is 0.820.